From a dataset of HIV replication inhibition screening data with 41,000+ compounds from the AIDS Antiviral Screen. Binary Classification. Given a drug SMILES string, predict its activity (active/inactive) in a high-throughput screening assay against a specified biological target. (1) The drug is Cc1[nH]c2ccc([N+](=O)[O-])cc2c1CC(CC[N+](=O)[O-])[N+](=O)[O-]. The result is 0 (inactive). (2) The drug is CCOC(=O)c1ccc(CS(=O)(=O)c2ccc(OC)cc2)cc1. The result is 0 (inactive).